This data is from Full USPTO retrosynthesis dataset with 1.9M reactions from patents (1976-2016). The task is: Predict the reactants needed to synthesize the given product. Given the product [O:49]=[C:43]1[CH:42]([N:36]2[CH2:35][C:34]3[C:38](=[CH:39][CH:40]=[C:32]([CH2:31][NH:30][C:8](=[O:10])[C:7]4[CH:6]=[CH:5][C:4]([S:3][CH2:1][CH3:2])=[CH:12][CH:11]=4)[CH:33]=3)[C:37]2=[O:41])[CH2:47][CH2:46][C:45](=[O:48])[NH:44]1, predict the reactants needed to synthesize it. The reactants are: [CH2:1]([S:3][C:4]1[CH:12]=[CH:11][C:7]([C:8]([OH:10])=O)=[CH:6][CH:5]=1)[CH3:2].C1N=CN(C(N2C=NC=C2)=O)C=1.CS(O)(=O)=O.[NH2:30][CH2:31][C:32]1[CH:33]=[C:34]2[C:38](=[CH:39][CH:40]=1)[C:37](=[O:41])[N:36]([CH:42]1[CH2:47][CH2:46][C:45](=[O:48])[NH:44][C:43]1=[O:49])[CH2:35]2.Cl.